Dataset: Full USPTO retrosynthesis dataset with 1.9M reactions from patents (1976-2016). Task: Predict the reactants needed to synthesize the given product. (1) Given the product [NH2:19][C:12]1[CH:11]=[C:10]([C:2]2[O:1][C:5]3[CH:6]=[CH:7][CH:8]=[CH:9][C:4]=3[N:3]=2)[CH:15]=[CH:14][C:13]=1[CH2:16][C:17]#[N:18], predict the reactants needed to synthesize it. The reactants are: [O:1]1[C:5]2[CH:6]=[CH:7][CH:8]=[CH:9][C:4]=2[N:3]=[C:2]1[C:10]1[CH:15]=[CH:14][C:13]([CH2:16][C:17]#[N:18])=[C:12]([N+:19]([O-])=O)[CH:11]=1. (2) Given the product [Cl:41][C:36]1[CH:35]=[C:34]([CH2:33][CH2:32][NH:31][C:26]2[N:25]=[C:24]([C:20]3[CH:21]=[CH:22][CH:23]=[C:18]([CH2:17][N:14]([CH2:15][CH3:16])[CH:11]4[CH2:12][CH2:13][NH:8][CH2:9][CH2:10]4)[CH:19]=3)[CH:29]=[CH:28][N:27]=2)[CH:39]=[CH:38][C:37]=1[OH:40], predict the reactants needed to synthesize it. The reactants are: C(OC([N:8]1[CH2:13][CH2:12][CH:11]([N:14]([CH2:17][C:18]2[CH:23]=[CH:22][CH:21]=[C:20]([C:24]3[CH:29]=[CH:28][N:27]=[C:26](Cl)[N:25]=3)[CH:19]=2)[CH2:15][CH3:16])[CH2:10][CH2:9]1)=O)(C)(C)C.[NH2:31][CH2:32][CH2:33][C:34]1[CH:39]=[CH:38][C:37]([OH:40])=[C:36]([Cl:41])[CH:35]=1. (3) The reactants are: [N:1]1([C:7]2[C:8]3[N:16]=[C:15]([C:17]4[CH:18]=[N:19][CH:20]=[CH:21][CH:22]=4)[S:14][C:9]=3[N:10]=[C:11]([NH2:13])[N:12]=2)[CH2:6][CH2:5][NH:4][CH2:3][CH2:2]1.[CH3:23][O:24][C:25]1[CH:34]=[CH:33][C:28]([CH2:29][N:30]=[C:31]=[O:32])=[CH:27][CH:26]=1. Given the product [NH2:13][C:11]1[N:12]=[C:7]([N:1]2[CH2:6][CH2:5][N:4]([C:31]([NH:30][CH2:29][C:28]3[CH:33]=[CH:34][C:25]([O:24][CH3:23])=[CH:26][CH:27]=3)=[O:32])[CH2:3][CH2:2]2)[C:8]2[N:16]=[C:15]([C:17]3[CH:18]=[N:19][CH:20]=[CH:21][CH:22]=3)[S:14][C:9]=2[N:10]=1, predict the reactants needed to synthesize it. (4) Given the product [CH3:29][O:30][C:31](=[O:47])[C:32]1[CH:37]=[CH:36][C:35]([NH:38][C@@H:39]2[CH2:44][CH2:43][CH2:42][CH2:41][C@H:40]2[CH3:45])=[C:34]([NH:46][C:7](=[O:9])[CH2:6][C:5]2[S:1][CH:2]=[N:3][CH:4]=2)[CH:33]=1, predict the reactants needed to synthesize it. The reactants are: [S:1]1[C:5]([CH2:6][C:7]([OH:9])=O)=[CH:4][N:3]=[CH:2]1.C1C=NC2N(O)N=NC=2C=1.CCN(C(C)C)C(C)C.[CH3:29][O:30][C:31](=[O:47])[C:32]1[CH:37]=[CH:36][C:35]([NH:38][C@@H:39]2[CH2:44][CH2:43][CH2:42][CH2:41][C@H:40]2[CH3:45])=[C:34]([NH2:46])[CH:33]=1.Cl. (5) The reactants are: C([O:3][P:4]([CH2:9][CH2:10][CH2:11][O:12][CH2:13][C@H:14]([CH3:53])[NH:15][C:16](=[O:52])[C@@H:17]([NH2:51])[CH2:18][S:19][CH2:20][C@H:21]([O:37][C:38](=[O:50])[CH2:39][CH2:40][CH2:41][CH2:42][CH2:43][CH2:44][CH2:45][CH2:46][CH2:47][CH2:48][CH3:49])[CH2:22][O:23][C:24](=[O:36])[CH2:25][CH2:26][CH2:27][CH2:28][CH2:29][CH2:30][CH2:31][CH2:32][CH2:33][CH2:34][CH3:35])(=[O:8])[O:5]CC)C.C[Si](Br)(C)C. Given the product [NH2:51][C@@H:17]([CH2:18][S:19][CH2:20][C@H:21]([O:37][C:38](=[O:50])[CH2:39][CH2:40][CH2:41][CH2:42][CH2:43][CH2:44][CH2:45][CH2:46][CH2:47][CH2:48][CH3:49])[CH2:22][O:23][C:24](=[O:36])[CH2:25][CH2:26][CH2:27][CH2:28][CH2:29][CH2:30][CH2:31][CH2:32][CH2:33][CH2:34][CH3:35])[C:16](=[O:52])[NH:15][C@@H:14]([CH3:53])[CH2:13][O:12][CH2:11][CH2:10][CH2:9][P:4](=[O:3])([OH:8])[OH:5], predict the reactants needed to synthesize it.